From a dataset of Forward reaction prediction with 1.9M reactions from USPTO patents (1976-2016). Predict the product of the given reaction. (1) Given the reactants C([O:3][CH2:4][C:5]1[N:6]([CH2:19][C:20]2[O:24][N:23]=[C:22]([C:25]3[CH:30]=[CH:29][C:28]([F:31])=[CH:27][CH:26]=3)[CH:21]=2)[C:7]2[C:16]3[CH:15]=[CH:14][CH:13]=[CH:12][C:11]=3[N:10]=[C:9]([NH2:17])[C:8]=2[N:18]=1)C.B(Br)(Br)Br.CO, predict the reaction product. The product is: [NH2:17][C:9]1[C:8]2[N:18]=[C:5]([CH2:4][OH:3])[N:6]([CH2:19][C:20]3[O:24][N:23]=[C:22]([C:25]4[CH:30]=[CH:29][C:28]([F:31])=[CH:27][CH:26]=4)[CH:21]=3)[C:7]=2[C:16]2[CH:15]=[CH:14][CH:13]=[CH:12][C:11]=2[N:10]=1. (2) Given the reactants C[O:2][C:3](=[O:31])[C:4]1[CH:9]=[CH:8][CH:7]=[CH:6][C:5]=1[CH2:10][N:11]1[CH:16]([C:17]2[C:22]([CH3:23])=[CH:21][CH:20]=[CH:19][N:18]=2)[CH2:15][CH2:14][CH2:13][CH:12]1[C:24]1[C:29]([CH3:30])=[CH:28][CH:27]=[CH:26][N:25]=1.O.[OH-].[Na+:34], predict the reaction product. The product is: [Na+:34].[CH3:30][C:29]1[C:24]([CH:12]2[CH2:13][CH2:14][CH2:15][CH:16]([C:17]3[C:22]([CH3:23])=[CH:21][CH:20]=[CH:19][N:18]=3)[N:11]2[CH2:10][C:5]2[CH:6]=[CH:7][CH:8]=[CH:9][C:4]=2[C:3]([O-:31])=[O:2])=[N:25][CH:26]=[CH:27][CH:28]=1.